This data is from Reaction yield outcomes from USPTO patents with 853,638 reactions. The task is: Predict the reaction yield, written as a fraction of the theoretical maximum amount of product (1.0 means a 100% yield; for example, 0.34 means a 34% yield). (1) The reactants are [C:1]1([C:7]2[CH:12]=[C:11]([CH:13]3[CH2:18][CH2:17][S:16](=[O:20])(=[O:19])[CH2:15][CH2:14]3)[CH:10]=[CH:9][C:8]=2[NH:21][C:22]([C:24]2[N:25](COCC[Si](C)(C)C)[CH:26]=[C:27]([C:29]#[N:30])[N:28]=2)=[O:23])[CH2:6][CH2:5][CH2:4][CH2:3][CH:2]=1.CCO.C(O)(C(F)(F)F)=O. The catalyst is C(Cl)Cl. The product is [C:1]1([C:7]2[CH:12]=[C:11]([CH:13]3[CH2:14][CH2:15][S:16](=[O:19])(=[O:20])[CH2:17][CH2:18]3)[CH:10]=[CH:9][C:8]=2[NH:21][C:22]([C:24]2[NH:25][CH:26]=[C:27]([C:29]#[N:30])[N:28]=2)=[O:23])[CH2:6][CH2:5][CH2:4][CH2:3][CH:2]=1. The yield is 0.900. (2) The reactants are [C:1]([O:5][C:6](=[O:14])[NH:7][C@H:8]([C:11](=O)[NH2:12])[CH2:9][CH3:10])([CH3:4])([CH3:3])[CH3:2].F[B-](F)(F)F.C([O+](CC)CC)C.[F:27][C:28]1[CH:29]=[C:30]([NH:35][C:36]2[CH:37]=[N:38][CH:39]=[C:40]([F:42])[CH:41]=2)[C:31](N)=[CH:32][CH:33]=1. The catalyst is C(Cl)Cl. The product is [C:1]([O:5][C:6](=[O:14])[NH:7][C@H:8]([C:11]1[N:35]([C:36]2[CH:37]=[N:38][CH:39]=[C:40]([F:42])[CH:41]=2)[C:30]2[CH:29]=[C:28]([F:27])[CH:33]=[CH:32][C:31]=2[N:12]=1)[CH2:9][CH3:10])([CH3:4])([CH3:3])[CH3:2]. The yield is 0.820. (3) The reactants are [CH3:1][CH:2]1[CH2:7][CH:6]([CH3:8])[CH2:5][N:4]([C:9]2[N:14]=[C:13]([CH3:15])[C:12]([CH:16]([CH2:21][CH2:22][CH3:23])[C:17]([O:19]C)=[O:18])=[C:11]([C:24]3[CH:29]=[CH:28][C:27]([CH3:30])=[CH:26][CH:25]=3)[N:10]=2)[CH2:3]1.[OH-].[Na+]. The catalyst is CO. The product is [CH3:1][CH:2]1[CH2:7][CH:6]([CH3:8])[CH2:5][N:4]([C:9]2[N:14]=[C:13]([CH3:15])[C:12]([CH:16]([CH2:21][CH2:22][CH3:23])[C:17]([OH:19])=[O:18])=[C:11]([C:24]3[CH:25]=[CH:26][C:27]([CH3:30])=[CH:28][CH:29]=3)[N:10]=2)[CH2:3]1. The yield is 0.690. (4) The reactants are [H-].[Na+].[Cl:3][C:4]1[N:9]=[C:8](Cl)[CH:7]=[C:6]([Cl:11])[N:5]=1.[C:12]([O:16][C@@H:17]([C@H:19]1[CH2:23][O:22][C:21](=[O:24])[NH:20]1)[CH3:18])([CH3:15])([CH3:14])[CH3:13].CCOC(C)=O.CCCCCCC. The catalyst is CN(C=O)C.CCOC(C)=O. The product is [C:12]([O:16][C@@H:17]([C@H:19]1[CH2:23][O:22][C:21](=[O:24])[N:20]1[C:8]1[CH:7]=[C:6]([Cl:11])[N:5]=[C:4]([Cl:3])[N:9]=1)[CH3:18])([CH3:13])([CH3:14])[CH3:15]. The yield is 0.650. (5) The reactants are F[B-](F)(F)F.[CH3:6][O+:7]([CH3:9])C.[CH3:10][C:11]1[NH:16]C(=O)[CH:14]=[CH:13][CH:12]=1.[OH-].[Na+]. The catalyst is ClCCl. The product is [CH3:6][O:7][C:9]1[CH:14]=[CH:13][CH:12]=[C:11]([CH3:10])[N:16]=1. The yield is 0.270. (6) The reactants are [C:1]([N:4]1[CH2:9][CH2:8][N:7]([CH2:10][CH2:11][O:12][C:13]2[CH:22]=[C:21]3[C:16]([C:17](Cl)=[N:18][CH:19]=[N:20]3)=[CH:15][C:14]=2[O:24][CH3:25])[CH2:6][CH2:5]1)(=[O:3])[CH3:2].[OH:26][C:27]1[CH:28]=[C:29]2[C:33](=[N:34][CH:35]=1)[NH:32][CH:31]=[CH:30]2.C(=O)([O-])[O-].[K+].[K+]. The catalyst is CC(N(C)C)=O. The product is [C:1]([N:4]1[CH2:9][CH2:8][N:7]([CH2:10][CH2:11][O:12][C:13]2[CH:22]=[C:21]3[C:16]([C:17]([O:26][C:27]4[CH:28]=[C:29]5[C:33](=[N:34][CH:35]=4)[NH:32][CH:31]=[CH:30]5)=[N:18][CH:19]=[N:20]3)=[CH:15][C:14]=2[O:24][CH3:25])[CH2:6][CH2:5]1)(=[O:3])[CH3:2]. The yield is 0.800.